Dataset: Catalyst prediction with 721,799 reactions and 888 catalyst types from USPTO. Task: Predict which catalyst facilitates the given reaction. Reactant: Cl[C:2](Cl)([O:4]C(=O)OC(Cl)(Cl)Cl)Cl.[CH:13]([N:16]1[C:20]2[N:21]=[C:22]([C:31]3[CH:36]=[CH:35][C:34]([NH2:37])=[CH:33][CH:32]=3)[N:23]=[C:24]([N:25]3[CH2:30][CH2:29][O:28][CH2:27][CH2:26]3)[C:19]=2[N:18]=[N:17]1)([CH3:15])[CH3:14].[O:38]1[CH:42]=[C:41]([NH2:43])[CH:40]=[N:39]1.CCN(CC)CC. Product: [CH:13]([N:16]1[C:20]2[N:21]=[C:22]([C:31]3[CH:32]=[CH:33][C:34]([NH:37][C:2]([NH:43][C:41]4[CH:40]=[N:39][O:38][CH:42]=4)=[O:4])=[CH:35][CH:36]=3)[N:23]=[C:24]([N:25]3[CH2:30][CH2:29][O:28][CH2:27][CH2:26]3)[C:19]=2[N:18]=[N:17]1)([CH3:15])[CH3:14]. The catalyst class is: 2.